Predict the product of the given reaction. From a dataset of Forward reaction prediction with 1.9M reactions from USPTO patents (1976-2016). (1) Given the reactants [OH:1][C:2]1[CH:10]=[CH:9][C:5]([C:6]([OH:8])=[O:7])=[CH:4][N:3]=1.[OH-].[K+].[CH2:13](Br)[C:14]1[CH:19]=[CH:18][CH:17]=[CH:16][CH:15]=1, predict the reaction product. The product is: [CH2:13]([N:3]1[C:2](=[O:1])[CH:10]=[CH:9][C:5]([C:6]([OH:8])=[O:7])=[CH:4]1)[C:14]1[CH:19]=[CH:18][CH:17]=[CH:16][CH:15]=1. (2) Given the reactants Br[C:2]1[CH:16]=[CH:15][C:5]([O:6][C@H:7]2[CH:12]3[CH2:13][CH2:14][N:9]([CH2:10][CH2:11]3)[CH2:8]2)=[CH:4][CH:3]=1.[Cl:17][C:18]1[CH:23]=[CH:22][C:21]([C:24]2[CH:25]=[CH:26][C:27]([C:30]#[CH:31])=[N:28][CH:29]=2)=[CH:20][CH:19]=1, predict the reaction product. The product is: [Cl:17][C:18]1[CH:19]=[CH:20][C:21]([C:24]2[CH:25]=[CH:26][C:27]([C:30]#[C:31][C:2]3[CH:16]=[CH:15][C:5]([O:6][C@H:7]4[CH:12]5[CH2:13][CH2:14][N:9]([CH2:10][CH2:11]5)[CH2:8]4)=[CH:4][CH:3]=3)=[N:28][CH:29]=2)=[CH:22][CH:23]=1. (3) Given the reactants [Br:1][C:2]1[C:10]([O:11][C:12]2[CH:17]=[CH:16][C:15]([F:18])=[CH:14][C:13]=2[F:19])=[CH:9][C:5]([C:6]([NH2:8])=O)=[C:4]([NH:20][S:21]([CH2:24][CH3:25])(=[O:23])=[O:22])[CH:3]=1.O1CCOCC1.N1C=CC=CC=1.FC(F)(F)C(OC(=O)C(F)(F)F)=O, predict the reaction product. The product is: [Br:1][C:2]1[C:10]([O:11][C:12]2[CH:17]=[CH:16][C:15]([F:18])=[CH:14][C:13]=2[F:19])=[CH:9][C:5]([C:6]#[N:8])=[C:4]([NH:20][S:21]([CH2:24][CH3:25])(=[O:23])=[O:22])[CH:3]=1.